This data is from Full USPTO retrosynthesis dataset with 1.9M reactions from patents (1976-2016). The task is: Predict the reactants needed to synthesize the given product. (1) Given the product [CH3:8][O:9][C:10]1[C:11]([C:19]2[CH:24]=[CH:23][CH:22]=[CH:21][CH:20]=2)=[C:12]([C:36]([C:33]2[CH:34]=[CH:35][C:30]3[N:29]=[C:28]([C:39]4[CH:44]=[CH:43][CH:42]=[CH:41][CH:40]=4)[O:27][C:26](=[O:25])[C:31]=3[CH:32]=2)=[O:37])[N:13]2[C:18]=1[CH:17]=[CH:16][CH:15]=[CH:14]2, predict the reactants needed to synthesize it. The reactants are: C(N(CC)CC)C.[CH3:8][O:9][C:10]1[C:11]([C:19]2[CH:24]=[CH:23][CH:22]=[CH:21][CH:20]=2)=[CH:12][N:13]2[C:18]=1[CH:17]=[CH:16][CH:15]=[CH:14]2.[O:25]=[C:26]1[C:31]2[CH:32]=[C:33]([C:36](O)=[O:37])[CH:34]=[CH:35][C:30]=2[N:29]=[C:28]([C:39]2[CH:44]=[CH:43][CH:42]=[CH:41][CH:40]=2)[O:27]1. (2) Given the product [C:1]([C:5]1[N:10]=[C:9]([N:11]2[CH2:12][CH2:13][N:14]([CH2:22][CH2:23][CH2:24][O:25][C:26](=[O:28])[CH3:27])[CH2:15][CH2:16]2)[CH:8]=[C:7]([CH:17]2[CH2:20][CH2:19][CH2:18]2)[N:6]=1)([CH3:4])([CH3:2])[CH3:3], predict the reactants needed to synthesize it. The reactants are: [C:1]([C:5]1[N:10]=[C:9]([N:11]2[CH2:16][CH2:15][NH:14][CH2:13][CH2:12]2)[CH:8]=[C:7]([CH:17]2[CH2:20][CH2:19][CH2:18]2)[N:6]=1)([CH3:4])([CH3:3])[CH3:2].Cl[CH2:22][CH2:23][CH2:24][O:25][C:26](=[O:28])[CH3:27].C(N(CC)CC)C. (3) Given the product [Cl:1][C:2]1[C:10]2[C:6](=[CH:7][N:8]([C:11]3[CH:16]=[CH:15][C:14]([OH:17])=[CH:13][CH:12]=3)[N:9]=2)[CH:5]=[CH:4][C:3]=1[O:28][CH2:29][CH:30]1[CH2:31][CH2:32]1, predict the reactants needed to synthesize it. The reactants are: [Cl:1][C:2]1[C:10]2[C:6](=[CH:7][N:8]([C:11]3[CH:16]=[CH:15][C:14]([O:17][Si](C(C)C)(C(C)C)C(C)C)=[CH:13][CH:12]=3)[N:9]=2)[CH:5]=[CH:4][C:3]=1[O:28][CH2:29][CH:30]1[CH2:32][CH2:31]1.[F-].C([N+](CCCC)(CCCC)CCCC)CCC. (4) The reactants are: C[O:2][C:3]1[CH:27]=[CH:26][C:6]2[C:7]([CH2:20][CH2:21][CH2:22][CH2:23][CH2:24][OH:25])=[C:8]([C:12]3[CH:17]=[CH:16][CH:15]=[C:14]([O:18]C)[CH:13]=3)[CH2:9][CH2:10][CH2:11][C:5]=2[CH:4]=1.C[S-].[Na+]. Given the product [OH:25][CH2:24][CH2:23][CH2:22][CH2:21][CH2:20][C:7]1[C:6]2[CH:26]=[CH:27][C:3]([OH:2])=[CH:4][C:5]=2[CH2:11][CH2:10][CH2:9][C:8]=1[C:12]1[CH:17]=[CH:16][CH:15]=[C:14]([OH:18])[CH:13]=1, predict the reactants needed to synthesize it.